This data is from Catalyst prediction with 721,799 reactions and 888 catalyst types from USPTO. The task is: Predict which catalyst facilitates the given reaction. (1) The catalyst class is: 1. Reactant: C([C:4]1C=C(OC)[CH:7]=[CH:6][C:5]=1[NH:12][C:13](=[O:17])[O:14][CH2:15][CH3:16])(=O)C.[CH3:18][Mg]I.[Cl-].[NH4+].[CH2:23]([O:25][CH2:26][CH3:27])C. Product: [CH3:23][O:25][C:26]1[CH:27]=[CH:4][C:5]2[O:12][C:13](=[O:17])[NH:14][C:15]([CH3:16])([CH3:18])[C:6]=2[CH:7]=1. (2) Reactant: [C:1](#[N:4])[CH:2]=[CH2:3].[F:5][C:6]1[CH:11]=[CH:10][C:9]([F:12])=[CH:8][C:7]=1[NH:13][NH2:14]. Product: [F:5][C:6]1[CH:11]=[CH:10][C:9]([F:12])=[CH:8][C:7]=1[NH:13][NH:14][CH2:3][CH2:2][C:1]#[N:4]. The catalyst class is: 8. (3) Reactant: Cl[C:2]1[CH:3]=[C:4]([NH:10][C:11]2[CH:16]=[CH:15][C:14]([C:17]([N:19]3[CH2:24][CH2:23][O:22][CH2:21][CH2:20]3)=[O:18])=[CH:13][N:12]=2)[C:5](=[O:9])[N:6]([CH3:8])[N:7]=1.CC1(C)C(C)(C)[O:29][B:28](B2OC(C)(C)C(C)(C)O2)[O:27]1.CC(C1C=C(C(C)C)C(C2C=CC=CC=2P(C2CCCCC2)C2CCCCC2)=C(C(C)C)C=1)C.C([O-])(=O)C.[K+]. Product: [CH3:8][N:6]1[C:5](=[O:9])[C:4]([NH:10][C:11]2[CH:16]=[CH:15][C:14]([C:17]([N:19]3[CH2:24][CH2:23][O:22][CH2:21][CH2:20]3)=[O:18])=[CH:13][N:12]=2)=[CH:3][C:2]([B:28]([OH:29])[OH:27])=[N:7]1. The catalyst class is: 294. (4) Reactant: [CH2:1]([N:8]1[CH2:13][CH:12]([C:14]2[CH:19]=[CH:18][C:17](Br)=[CH:16][CH:15]=2)[O:11][CH2:10][CH2:9]1)[C:2]1[CH:7]=[CH:6][CH:5]=[CH:4][CH:3]=1.[Li]CCCC.[CH:26](N1CCOCC1)=[O:27]. Product: [CH2:1]([N:8]1[CH2:9][CH2:10][O:11][CH:12]([C:14]2[CH:19]=[CH:18][C:17]([CH:26]=[O:27])=[CH:16][CH:15]=2)[CH2:13]1)[C:2]1[CH:7]=[CH:6][CH:5]=[CH:4][CH:3]=1. The catalyst class is: 1. (5) Reactant: [C:1](C1NC=CN=1)(C1NC=CN=1)=[O:2].[CH2:13]([C:15]1[CH:21]=[CH:20][CH:19]=[CH:18][C:16]=1[NH2:17])[CH3:14].CON(C)[C:25](=O)[C@H:26]([CH2:28][CH2:29][CH2:30][CH3:31])[NH2:27]. Product: [CH2:13]([C:15]1[CH:21]=[CH:20][CH:19]=[CH:18][C:16]=1[N:17]1[CH:25]=[C:26]([CH2:28][CH2:29][CH2:30][CH3:31])[NH:27][C:1]1=[O:2])[CH3:14]. The catalyst class is: 2. (6) Reactant: [NH2:1][C:2]1[N:6]([CH:7]2[CH2:12][CH2:11][N:10]([C:13]([O:15][CH2:16][C:17]3[CH:22]=[CH:21][CH:20]=[CH:19][CH:18]=3)=[O:14])[CH2:9][CH2:8]2)[N:5]=[C:4]([C:23]([F:26])([F:25])[F:24])[C:3]=1[C:27](=[O:29])[NH2:28].CO[C:32](=O)[CH2:33][C:34]1[CH:39]=[CH:38][CH:37]=[CH:36][C:35]=1[O:40][CH3:41].[O-]CC.[Na+]. Product: [CH3:41][O:40][C:35]1[CH:36]=[CH:37][CH:38]=[CH:39][C:34]=1[CH2:33][C:32]1[NH:28][C:27](=[O:29])[C:3]2[C:4]([C:23]([F:26])([F:25])[F:24])=[N:5][N:6]([CH:7]3[CH2:8][CH2:9][N:10]([C:13]([O:15][CH2:16][C:17]4[CH:22]=[CH:21][CH:20]=[CH:19][CH:18]=4)=[O:14])[CH2:11][CH2:12]3)[C:2]=2[N:1]=1. The catalyst class is: 14. (7) Reactant: [OH:1][CH:2]1[C:6](=[CH2:7])[CH2:5][N:4]([C:8]([O:10][C:11]([CH3:14])([CH3:13])[CH3:12])=[O:9])[CH2:3]1.[H-].[Na+].[CH3:17]I. Product: [CH3:17][O:1][CH:2]1[C:6](=[CH2:7])[CH2:5][N:4]([C:8]([O:10][C:11]([CH3:14])([CH3:13])[CH3:12])=[O:9])[CH2:3]1. The catalyst class is: 1. (8) Reactant: [CH2:1]([O:8][C:9]1[CH:10]=[C:11]([C:17]2[O:18][CH:19]=[C:20]([CH2:22][NH2:23])[N:21]=2)[CH:12]=[CH:13][C:14]=1[O:15][CH3:16])[C:2]1[CH:7]=[CH:6][CH:5]=[CH:4][CH:3]=1.ON1C2C=CC=CC=2N=N1.Cl.C(N=C=NCCCN(C)C)C.[CH3:46][C:47]1[C:48]([C:53](O)=[O:54])=[N:49][CH:50]=[CH:51][CH:52]=1. Product: [CH2:1]([O:8][C:9]1[CH:10]=[C:11]([C:17]2[O:18][CH:19]=[C:20]([CH2:22][NH:23][C:53](=[O:54])[C:48]3[C:47]([CH3:46])=[CH:52][CH:51]=[CH:50][N:49]=3)[N:21]=2)[CH:12]=[CH:13][C:14]=1[O:15][CH3:16])[C:2]1[CH:7]=[CH:6][CH:5]=[CH:4][CH:3]=1. The catalyst class is: 21.